The task is: Predict the product of the given reaction.. This data is from Forward reaction prediction with 1.9M reactions from USPTO patents (1976-2016). Given the reactants [F:1][C:2]([F:24])([F:23])[C:3]1[CH:4]=[C:5]([CH:16]=[C:17]([C:19]([F:22])([F:21])[F:20])[CH:18]=1)[CH2:6][N:7]1[C:11]([Cl:12])=[C:10]([C:13](O)=[O:14])[N:9]=[N:8]1.[Cl:25][C:26]1[CH:34]=[CH:33][CH:32]=[CH:31][C:27]=1[CH2:28][NH:29][CH3:30].CCN=C=NCCCN(C)C, predict the reaction product. The product is: [Cl:25][C:26]1[CH:34]=[CH:33][CH:32]=[CH:31][C:27]=1[CH2:28][N:29]([CH3:30])[C:13]([C:10]1[N:9]=[N:8][N:7]([CH2:6][C:5]2[CH:4]=[C:3]([C:2]([F:1])([F:23])[F:24])[CH:18]=[C:17]([C:19]([F:20])([F:22])[F:21])[CH:16]=2)[C:11]=1[Cl:12])=[O:14].